This data is from NCI-60 drug combinations with 297,098 pairs across 59 cell lines. The task is: Regression. Given two drug SMILES strings and cell line genomic features, predict the synergy score measuring deviation from expected non-interaction effect. (1) Drug 1: C(CC(=O)O)C(=O)CN.Cl. Drug 2: C1CCC(C(C1)N)N.C(=O)(C(=O)[O-])[O-].[Pt+4]. Cell line: SK-MEL-2. Synergy scores: CSS=21.8, Synergy_ZIP=-4.11, Synergy_Bliss=-3.53, Synergy_Loewe=-8.31, Synergy_HSA=-4.95. (2) Drug 1: CN1CCC(CC1)COC2=C(C=C3C(=C2)N=CN=C3NC4=C(C=C(C=C4)Br)F)OC. Drug 2: CN1C2=C(C=C(C=C2)N(CCCl)CCCl)N=C1CCCC(=O)O.Cl. Cell line: DU-145. Synergy scores: CSS=9.01, Synergy_ZIP=-1.78, Synergy_Bliss=4.31, Synergy_Loewe=-10.2, Synergy_HSA=1.31. (3) Drug 1: CC1=C(C=C(C=C1)NC2=NC=CC(=N2)N(C)C3=CC4=NN(C(=C4C=C3)C)C)S(=O)(=O)N.Cl. Drug 2: CC1=CC=C(C=C1)C2=CC(=NN2C3=CC=C(C=C3)S(=O)(=O)N)C(F)(F)F. Cell line: MOLT-4. Synergy scores: CSS=33.0, Synergy_ZIP=2.07, Synergy_Bliss=7.04, Synergy_Loewe=-1.99, Synergy_HSA=8.02. (4) Drug 1: CC1CCC2CC(C(=CC=CC=CC(CC(C(=O)C(C(C(=CC(C(=O)CC(OC(=O)C3CCCCN3C(=O)C(=O)C1(O2)O)C(C)CC4CCC(C(C4)OC)O)C)C)O)OC)C)C)C)OC. Cell line: A549. Drug 2: CN(CCCl)CCCl.Cl. Synergy scores: CSS=48.4, Synergy_ZIP=-4.54, Synergy_Bliss=-2.94, Synergy_Loewe=0.729, Synergy_HSA=1.80. (5) Drug 1: CC1C(C(CC(O1)OC2CC(OC(C2O)C)OC3=CC4=CC5=C(C(=O)C(C(C5)C(C(=O)C(C(C)O)O)OC)OC6CC(C(C(O6)C)O)OC7CC(C(C(O7)C)O)OC8CC(C(C(O8)C)O)(C)O)C(=C4C(=C3C)O)O)O)O. Drug 2: CCN(CC)CCCC(C)NC1=C2C=C(C=CC2=NC3=C1C=CC(=C3)Cl)OC. Cell line: UACC62. Synergy scores: CSS=11.6, Synergy_ZIP=-0.141, Synergy_Bliss=0.889, Synergy_Loewe=-20.1, Synergy_HSA=0.114. (6) Drug 1: CC1C(C(CC(O1)OC2CC(CC3=C2C(=C4C(=C3O)C(=O)C5=C(C4=O)C(=CC=C5)OC)O)(C(=O)CO)O)N)O.Cl. Drug 2: C(CN)CNCCSP(=O)(O)O. Cell line: NCI-H460. Synergy scores: CSS=-1.75, Synergy_ZIP=1.67, Synergy_Bliss=3.23, Synergy_Loewe=-4.03, Synergy_HSA=-1.21. (7) Drug 1: CC1CCC2CC(C(=CC=CC=CC(CC(C(=O)C(C(C(=CC(C(=O)CC(OC(=O)C3CCCCN3C(=O)C(=O)C1(O2)O)C(C)CC4CCC(C(C4)OC)O)C)C)O)OC)C)C)C)OC. Drug 2: N.N.Cl[Pt+2]Cl. Cell line: MCF7. Synergy scores: CSS=35.6, Synergy_ZIP=-4.45, Synergy_Bliss=3.68, Synergy_Loewe=-19.0, Synergy_HSA=7.04. (8) Drug 1: CC(CN1CC(=O)NC(=O)C1)N2CC(=O)NC(=O)C2. Drug 2: C(=O)(N)NO. Cell line: LOX IMVI. Synergy scores: CSS=29.4, Synergy_ZIP=-7.10, Synergy_Bliss=2.45, Synergy_Loewe=-11.7, Synergy_HSA=2.83. (9) Drug 1: C1CCC(C1)C(CC#N)N2C=C(C=N2)C3=C4C=CNC4=NC=N3. Drug 2: CC1=C2C(C(=O)C3(C(CC4C(C3C(C(C2(C)C)(CC1OC(=O)C(C(C5=CC=CC=C5)NC(=O)OC(C)(C)C)O)O)OC(=O)C6=CC=CC=C6)(CO4)OC(=O)C)O)C)O. Cell line: OVCAR-4. Synergy scores: CSS=29.8, Synergy_ZIP=7.11, Synergy_Bliss=5.36, Synergy_Loewe=-19.5, Synergy_HSA=4.94.